From a dataset of Reaction yield outcomes from USPTO patents with 853,638 reactions. Predict the reaction yield, written as a fraction of the theoretical maximum amount of product (1.0 means a 100% yield; for example, 0.34 means a 34% yield). (1) The product is [C:1]([C:5]1[CH:6]=[C:7]([NH:28][C:29]([NH:31][C@@H:32]2[C:41]3[C:36](=[CH:37][CH:38]=[CH:39][CH:40]=3)[C@H:35]([O:42][C:43]3[CH:44]=[CH:45][C:46]4[N:47]([C:49]([N:52]5[CH2:57][CH2:56][CH2:55][CH2:54][CH2:53]5)=[N:50][N:51]=4)[CH:48]=3)[CH2:34][CH2:33]2)=[O:30])[N:8]([C:10]2[CH:15]=[CH:14][C:13]([OH:16])=[C:12]([Cl:27])[CH:11]=2)[N:9]=1)([CH3:4])([CH3:2])[CH3:3]. The reactants are [C:1]([C:5]1[CH:6]=[C:7]([NH:28][C:29]([NH:31][C@@H:32]2[C:41]3[C:36](=[CH:37][CH:38]=[CH:39][CH:40]=3)[C@H:35]([O:42][C:43]3[CH:44]=[CH:45][C:46]4[N:47]([C:49]([N:52]5[CH2:57][CH2:56][CH2:55][CH2:54][CH2:53]5)=[N:50][N:51]=4)[CH:48]=3)[CH2:34][CH2:33]2)=[O:30])[N:8]([C:10]2[CH:15]=[CH:14][C:13]([O:16][Si](C(C)C)(C(C)C)C(C)C)=[C:12]([Cl:27])[CH:11]=2)[N:9]=1)([CH3:4])([CH3:3])[CH3:2].CCCC[N+](CCCC)(CCCC)CCCC.[F-]. The yield is 0.350. The catalyst is C1COCC1. (2) The reactants are [C:1]1([C:21]2[CH:26]=[CH:25][CH:24]=[CH:23][CH:22]=2)[CH:6]=[CH:5][C:4]([C:7]([C:9]2[CH2:10][CH2:11][N:12]([C:15]3[N:20]=[CH:19][CH:18]=[CH:17][N:16]=3)[CH2:13][CH:14]=2)=[O:8])=[CH:3][CH:2]=1.[BH4-].[Na+]. The catalyst is CO.CCOC(C)=O. The product is [C:1]1([C:21]2[CH:26]=[CH:25][CH:24]=[CH:23][CH:22]=2)[CH:2]=[CH:3][C:4]([CH:7]([C:9]2[CH2:14][CH2:13][N:12]([C:15]3[N:16]=[CH:17][CH:18]=[CH:19][N:20]=3)[CH2:11][CH:10]=2)[OH:8])=[CH:5][CH:6]=1. The yield is 0.980. (3) The reactants are [C:1]([C:4]1[CH:5]=[C:6]([CH:11]=[CH:12][C:13]=1[OH:14])[C:7]([O:9][CH3:10])=[O:8])(=[O:3])[CH3:2].N1C=CC=CC=1.[Br:21]Br.Cl. The catalyst is C(Cl)Cl. The product is [C:1]([C:4]1[CH:5]=[C:6]([CH:11]=[C:12]([Br:21])[C:13]=1[OH:14])[C:7]([O:9][CH3:10])=[O:8])(=[O:3])[CH3:2]. The yield is 0.800. (4) The reactants are N[C@@](C1C=CC2C(=CC=C(O[C@H]3CC[C@H](C(C)(C)C)CC3)C=2C2C=CC(OC(F)(F)F)=CC=2)C=1)(C)CO.[C:38]([C@H:42]1[CH2:47][CH2:46][C@H:45]([O:48][C:49]2[C:50]([C:66]3[CH:71]=[CH:70][C:69]([Cl:72])=[CH:68][CH:67]=3)=[C:51]3[C:56](=[CH:57][CH:58]=2)[CH:55]=[C:54]([C@:59]2([CH3:65])[CH2:63][O:62]C(=O)[NH:60]2)[CH:53]=[CH:52]3)[CH2:44][CH2:43]1)([CH3:41])([CH3:40])[CH3:39]. No catalyst specified. The product is [NH2:60][C@@:59]([C:54]1[CH:53]=[CH:52][C:51]2[C:56](=[CH:57][CH:58]=[C:49]([O:48][C@H:45]3[CH2:44][CH2:43][C@H:42]([C:38]([CH3:41])([CH3:40])[CH3:39])[CH2:47][CH2:46]3)[C:50]=2[C:66]2[CH:71]=[CH:70][C:69]([Cl:72])=[CH:68][CH:67]=2)[CH:55]=1)([CH3:65])[CH2:63][OH:62]. The yield is 0.810. (5) The reactants are Cl.[CH2:2]([C@H:9]([N:25]([CH2:40][C:41]1[CH:46]=[CH:45][C:44]([CH2:47][CH2:48][CH2:49][CH2:50][CH3:51])=[CH:43][CH:42]=1)C(=O)C=CC1C=CC(C(F)(F)F)=CC=1)[C:10]([N:12]1[CH2:17][CH2:16][N:15]([CH2:18][C:19]2[CH:24]=[CH:23][CH:22]=[CH:21][CH:20]=2)[CH2:14][CH2:13]1)=[O:11])[C:3]1[CH:8]=[CH:7][CH:6]=[CH:5][CH:4]=1.C(N(CC)CC)C.C(C1C=CC(C=O)=CC=1)CCCC.[BH4-].[Na+]. The catalyst is CO.O. The product is [CH2:18]([N:15]1[CH2:14][CH2:13][N:12]([C:10](=[O:11])[C@@H:9]([NH:25][CH2:40][C:41]2[CH:42]=[CH:43][C:44]([CH2:47][CH2:48][CH2:49][CH2:50][CH3:51])=[CH:45][CH:46]=2)[CH2:2][C:3]2[CH:8]=[CH:7][CH:6]=[CH:5][CH:4]=2)[CH2:17][CH2:16]1)[C:19]1[CH:24]=[CH:23][CH:22]=[CH:21][CH:20]=1. The yield is 0.320.